This data is from Full USPTO retrosynthesis dataset with 1.9M reactions from patents (1976-2016). The task is: Predict the reactants needed to synthesize the given product. (1) Given the product [N:1]1[CH:6]=[CH:5][N:4]=[C:3]2[S:7][C:8]([C:10]([O:12][CH2:24][CH3:25])=[O:11])=[CH:9][C:2]=12, predict the reactants needed to synthesize it. The reactants are: [N:1]1[CH:6]=[CH:5][N:4]=[C:3]2[S:7][C:8]([C:10]([OH:12])=[O:11])=[CH:9][C:2]=12.OS(O)(=O)=O.C([O-])([O-])=O.[Na+].[Na+].[CH2:24](O)[CH3:25]. (2) Given the product [C:14]([O:13][C:11](=[O:12])[CH2:10][C:5]1[CH:6]=[CH:7][C:8]([O:18][C:19]2[CH:20]=[CH:21][C:22]([C:23]([O:25][CH3:26])=[O:24])=[CH:27][CH:28]=2)=[C:3]([C:1]#[N:2])[CH:4]=1)([CH3:17])([CH3:16])[CH3:15], predict the reactants needed to synthesize it. The reactants are: [C:1]([C:3]1[CH:4]=[C:5]([CH2:10][C:11]([O:13][C:14]([CH3:17])([CH3:16])[CH3:15])=[O:12])[CH:6]=[CH:7][C:8]=1F)#[N:2].[OH:18][C:19]1[CH:28]=[CH:27][C:22]([C:23]([O:25][CH3:26])=[O:24])=[CH:21][CH:20]=1.C(=O)([O-])[O-].[K+].[K+].